From a dataset of Human Reference Interactome with 51,813 positive PPI pairs across 8,248 proteins, plus equal number of experimentally-validated negative pairs. Binary Classification. Given two protein amino acid sequences, predict whether they physically interact or not. Protein 1 (ENSG00000103150) has sequence MRGFGPGLTARRLLPLRLPPRPPGPRLASGQAAGALERAMDELLRRAVPPTPAYELREKTPAPAEGQCADFVSFYGGLAETAQRAELLGRLARGFGVDHGQVAEQSAGVLHLRQQQREAAVLLQAEDRLRYALVPRYRGLFHHISKLDGGVRFLVQLRADLLEAQALKLVEGPDVREMNGVLKGMLSEWFSSGFLNLERVTWHSPCEVLQKISEAEAVHPVKNWMDMKRRVGPYRRCYFFSHCSTPGEPLVVLHVALTGDISSNIQAIVKEHPPSETEEKNKITAAIFYSISLTQQGLQG.... Protein 2 (ENSG00000135521) has sequence MPHRKKKPFIEKKKAVSFHLVHRSQRDPLAADESAPQRVLLPTQKIDNEERRAEQRKYGVFFDDDYDYLQHLKEPSGPSELIPSSTFSAHNRREEKEETLVIPSTGIKLPSSVFASEFEEDVGLLNKAAPVSGPRLDFDPDIVAALDDDFDFDDPDNLLEDDFILQANKATGEEEGMDIQKSENEDDSEWEDVDDEKGDSNDDYDSAGLLSDEDCMSVPGKTHRAIADHLFWSEETKSRFTEYSMTSSVMRRNEQLTLHDERFEKFYEQYDDDEIGALDNAELEGSIQVDSNRLQEVLND.... Result: 0 (the proteins do not interact).